From a dataset of Experimentally validated miRNA-target interactions with 360,000+ pairs, plus equal number of negative samples. Binary Classification. Given a miRNA mature sequence and a target amino acid sequence, predict their likelihood of interaction. (1) The miRNA is rno-miR-30b-5p with sequence UGUAAACAUCCUACACUCAGCU. The protein sequence of the target gene is MEEPQRARSHTVTTTASSFAENFSTSSSSFAYDREFLRTLPGFLIVAEIVLGLLVWTLIAGTEYFRVPAFGWVMFVAVFYWVLTVFFLIIYITMTYTRIPQVPWTTVGLCFNGSAFVLYLSAAVVDASSVSPERDSHNFNSWAASSFFAFLVTICYAGNTYFSFIAWRSRTIQ. Result: 0 (no interaction). (2) The miRNA is hsa-miR-1273h-3p with sequence CUGCAGACUCGACCUCCCAGGC. The protein sequence of the target gene is MAVDLLSAQEPVTFRDVAVFFSQDEWLHLDSAQRALYREVMLENYSSLVSLGIPFSMPKLIHQLQQGEDPCMVEREVPSDTRLGFKTWLETEALPHRQDIFIEETSQGMVKKESIKDGHWDINFEEAVEFESEIEEEQEKKPLRQMIDSHEKTISEDGNHTSLELGKSLFTNTALVTQQSVPIERIPNMYYTFGKDFKQNFDLMKCFQIYPGGKPHICNECGKSFKQNLHLIEHQRIHTGEKPYKCNECEKTFSHRSSLLSHQRIHTGEKPYKCNECEKAFSNSSTLIKHLRVHTGEKPY.... Result: 0 (no interaction). (3) The miRNA is hsa-miR-4742-5p with sequence UCAGGCAAAGGGAUAUUUACAGA. The protein sequence of the target gene is MESKPSRIPRRISVQPSSSLSARMMSGSRGSSLNDTYHSRDSSFRLDSEYQSTSASASASPFQSAWYSESEITQGARSRSQNQQRDHDSKRPKLSCTNCTTSAGRNVGNGLNTLSDSSWRHSQVPRSSSMVLGSFGTDLMRERRDLERRTDSSISNLMDYSHRSGDFTTSSYVQDRVPSYSQGARPKENSMSTLQLNTSSTNHQLPSEHQTILSSRDSRNSLRSNFSSRESESSRSNTQPGFSYSSSRDEAPIISNSERVVSSQRPFQESSDNEGRRTTRRLLSRIASSMSSTFFSRRSS.... Result: 0 (no interaction). (4) The miRNA is hsa-miR-4759 with sequence UAGGACUAGAUGUUGGAAUUA. The protein sequence of the target gene is MESLGLHTVTLSDGTTAYVQQAVKGEKLLEGQVIQLEDGTTAYIHQVTVQKEALSFEDGQPVQLEDGSMAYIHRTPREGYDPSTLEAVQLEDGSTAYIHHPVAVPSESTILAVQTEVGLEDLAAEDDEGFSADAVVALEQYASKVLHDSQIPRNGKGQQVGDRAFRCGYKGCGRLYTTAHHLKVHERAHTGDRPYRCDFPSCGKAFATGYGLKSHVRTHTGEKPYKCPEELCSKAFKTSGDLQKHVRTHTGERPFQCPFEGCGRSFTTSNIRKVHVRTHTGERPYTCPEPHCGRGFTSAT.... Result: 0 (no interaction). (5) The miRNA is hsa-miR-25-3p with sequence CAUUGCACUUGUCUCGGUCUGA. The protein sequence of the target gene is MFRTKRSALVRRLWRSRAPGGEDEEEGAGGGGGGGELRGEGATDSRAHGAGGGGPGRAGCCLGKAVRGAKGHHHPHPPAAGAGAAGGAEADLKALTHSVLKKLKERQLELLLQAVESRGGTRTACLLLPGRLDCRLGPGAPAGAQPAQPPSSYSLPLLLCKVFRWPDLRHSSEVKRLCCCESYGKINPELVCCNPHHLSRLCELESPPPPYSRYPMDFLKPTADCPDAVPSSAETGGTNYLAPGGLSDSQLLLEPGDRSHWCVVAYWEEKTRVGRLYCVQEPSLDIFYDLPQGNGFCLGQ.... Result: 1 (interaction). (6) The miRNA is hsa-miR-518d-3p with sequence CAAAGCGCUUCCCUUUGGAGC. The protein sequence of the target gene is MECCRRAAPGTPLLVLAFLLLSSRTARSEEDREGLWDAWGPWSECSRTCGGGASYSLRRCLSSKSCEGRNIRYRTCSNVDCPPEAGDFRAQQCSAHNDVKYHGQLYEWLPVSNDPDNPCSLKCQAKGTSLVVELAPKVLDGTRCYTESLDMCISGLCQIVGCDHQLGSTVKEDNCGVCNGDGSTCRLVRGQYKSQLSASKSDDTVVAIPYGSRHIRLVLKGPDHLYLETKTLQGTKGENSLSSTGIFLVDNSTVDFQKLPDKEILRMTGPLTADFIIKIHDLGPADSTVQFIFYQPIIHR.... Result: 0 (no interaction). (7) The miRNA is hsa-miR-653-5p with sequence GUGUUGAAACAAUCUCUACUG. The protein sequence of the target gene is MMLPYPSALGDQYWEEILLPKNGENVETMKKLTQNHKAKGLPSNDTDCPQKKEGKAQIVVPVTFRDVTVIFTEAEWKRLSPEQRNLYKEVMLENYRNLLSLAEPKPEIYTCSSCLLAFSCQQFLSQHVLQIFLGLCAENHFHPGNSSPGHWKQQGQQYSHVSCWFENAEGQERGGGSKPWSARTEERETSRAFPSPLQRQSASPRKGNMVVETEPSSAQRPNPVQLDKGLKELETLRFGAINCREYEPDHNLESNFITNPRTLLGKKPYICSDCGRSFKDRSTLIRHHRIHSMEKPYVCS.... Result: 0 (no interaction).